Regression. Given a peptide amino acid sequence and an MHC pseudo amino acid sequence, predict their binding affinity value. This is MHC class I binding data. From a dataset of Peptide-MHC class I binding affinity with 185,985 pairs from IEDB/IMGT. (1) The peptide sequence is EKPPVRPIF. The MHC is HLA-A11:01 with pseudo-sequence HLA-A11:01. The binding affinity (normalized) is 0.0339. (2) The peptide sequence is GLKELGDWV. The MHC is HLA-A02:12 with pseudo-sequence HLA-A02:12. The binding affinity (normalized) is 0.558. (3) The peptide sequence is AYRPPNAPI. The MHC is Patr-A0901 with pseudo-sequence Patr-A0901. The binding affinity (normalized) is 0.444. (4) The peptide sequence is SWEQDLQHGA. The MHC is Patr-A0901 with pseudo-sequence Patr-A0901. The binding affinity (normalized) is 0.395. (5) The peptide sequence is SGRLIDFLK. The MHC is HLA-A11:01 with pseudo-sequence HLA-A11:01. The binding affinity (normalized) is 0.384. (6) The peptide sequence is RWGYSLNFM. The MHC is Patr-A0901 with pseudo-sequence Patr-A0901. The binding affinity (normalized) is 0.928. (7) The peptide sequence is ETTEANAGQ. The MHC is HLA-A03:01 with pseudo-sequence HLA-A03:01. The binding affinity (normalized) is 0.0847. (8) The peptide sequence is KLVDFRELNK. The MHC is HLA-A29:02 with pseudo-sequence HLA-A29:02. The binding affinity (normalized) is 0.